This data is from hERG Central: cardiac toxicity at 1µM, 10µM, and general inhibition. The task is: Predict hERG channel inhibition at various concentrations. (1) The compound is O=[N+]([O-])c1cc(C(F)(F)F)ccc1NC1CCN(Cc2ccccc2)CC1. Results: hERG_inhib (hERG inhibition (general)): blocker. (2) The drug is COc1ccccc1N1CCN(CC(O)COc2ccc3c(c2)CCC3)CC1.Cl. Results: hERG_inhib (hERG inhibition (general)): blocker. (3) The molecule is CC(C)(C)CN1CCN(CCCc2ccccc2)C(CCO)C1. Results: hERG_inhib (hERG inhibition (general)): blocker.